This data is from Experimentally validated miRNA-target interactions with 360,000+ pairs, plus equal number of negative samples. The task is: Binary Classification. Given a miRNA mature sequence and a target amino acid sequence, predict their likelihood of interaction. (1) Result: 0 (no interaction). The protein sequence of the target gene is MRPPALLALFSCSAAFALMSEEIKEKVTPSQDLRQSSLPGRHDIDLKEIVFVIQSQSNSFHAKRAEQLKKNILKQAANLTQDLPRVLLLHQLAKQEGAWTILPLLPHFSVTYSKNSAWIFFCEEETRLQIPRLLDTLRRYDPSKEWFLGKALYDEESTIIHHYAFSENPTVFKYPDFAAGWALSIPLVNKLAKRLKSEALKSDFTIDLKHEIALYIWDKGGGPALTPVPEFCTEDVDPRCVTTFHSFLPLCGVPVKKEEIFVAVKTCKKFHADRIPIVKKTWAAQASLIEYYSDYAETAI.... The miRNA is hsa-miR-27a-3p with sequence UUCACAGUGGCUAAGUUCCGC. (2) The miRNA is hsa-miR-3119 with sequence UGGCUUUUAACUUUGAUGGC. The protein sequence of the target gene is MESCSVTRLECSGAISAHCSLHLPGSSDSPASASQIAGTTDAIWNEQEKAELFTDKFCQVCGVMLQFESQRISHYEGEKHAQNVSFYFQMHGEQNEVPGKKMKMHVENFQVHRYEGVDKNKFCDLCNMMFSSPLIAQSHYVGKVHAKKLKQLMEEHDQASPSGFQPEMAFSMRTYVCHICSIAFTSLDMFRSHMQGSEHQIKESIVINLVKNSRKTQDSYQNECADYINVQKARGLEAKTCFRKMEESSLETRRYREVVDSRPRHRMFEQRLPFETFRTYAAPYNISQAMEKQLPHSKKT.... Result: 1 (interaction). (3) The miRNA is hsa-miR-3163 with sequence UAUAAAAUGAGGGCAGUAAGAC. Result: 0 (no interaction). The protein sequence of the target gene is MKDSNRCCCGQFTNQHIPPLPSATPSKNEEESKQVETQPEKWSVAKHTQSYPTDSYGVLEFQGGGYSNKAMYIRVSYDTKPDSLLHLMVKDWQLELPKLLISVHGGLQNFEMQPKLKQVFGKGLIKAAMTTGAWIFTGGVSTGVISHVGDALKDHSSKSRGRVCAIGIAPWGIVENKEDLVGKDVTRVYQTMSNPLSKLSVLNNSHTHFILADNGTLGKYGAEVKLRRLLEKHISLQKINTRLGQGVPLVGLVVEGGPNVVSIVLEYLQEEPPIPVVICDGSGRASDILSFAHKYCEEGG.... (4) Result: 1 (interaction). The protein sequence of the target gene is MFISLWEFFYGHFFRFWMKWLLRQMTGKCELQRIFDTYVGAQRTHRIENSLTYSKNKVLQKATHVVQSEVDKYVDDIMKEKNINPEKDASFKICMKMCLLQITGYKQLYLDVESVRKRPYDSDNLQHEELLMKLWNLLMPTKKLNARISKQWAEIGFQGDDPKTDFRGMGILGLINLVYFSENYTSEAHQILSRSNHPKLGYSYAIVGINLTEMAYSLLKSEALKFHLYNLVPGIPTMEHFHQFYCYLVYEFDKFWFEEEPESIMYFNLYREKFHEKIKGLLLDCNVALTLKV. The miRNA is hsa-miR-4698 with sequence UCAAAAUGUAGAGGAAGACCCCA.